Dataset: Forward reaction prediction with 1.9M reactions from USPTO patents (1976-2016). Task: Predict the product of the given reaction. (1) The product is: [CH3:1][C:2]1[N:12]=[C:11]2[N:6]([CH2:7][CH2:8][CH2:9][CH:10]2[OH:13])[C:4](=[O:5])[C:3]=1[CH2:14][CH2:15][N:16]1[CH2:21][CH2:20][CH:19]([C:22]2[C:23]3[CH:24]=[CH:25][C:26]([F:31])=[CH:27][C:28]=3[O:29][N:30]=2)[CH2:18][CH2:17]1. Given the reactants [CH3:1][C:2]1[N:12]=[C:11]2[N:6]([CH2:7][CH2:8][CH2:9][CH:10]2[OH:13])[C:4](=[O:5])[C:3]=1[CH2:14][CH2:15][N:16]1[CH2:21][CH2:20][CH:19]([C:22]2[C:23]3[CH:24]=[CH:25][C:26]([F:31])=[CH:27][C:28]=3[O:29][N:30]=2)[CH2:18][CH2:17]1.C([O-])(=O)C([O-])=O.N, predict the reaction product. (2) Given the reactants [NH2:1][CH:2]([CH2:29][CH:30]([CH3:32])[CH3:31])[CH2:3][C:4]([N:6]1[CH2:11][CH2:10][CH:9]([N:12]([CH:26]2[CH2:28][CH2:27]2)[S:13]([C:16]2[CH:21]=[CH:20][CH:19]=[C:18]([C:22]([F:25])([F:24])[F:23])[CH:17]=2)(=[O:15])=[O:14])[CH2:8][CH2:7]1)=[O:5].C=O.[BH-](OC(C)=O)(OC(C)=O)O[C:37](C)=O.[Na+].CC(O)=O, predict the reaction product. The product is: [CH:26]1([N:12]([CH:9]2[CH2:10][CH2:11][N:6]([C:4](=[O:5])[CH2:3][CH:2]([NH:1][CH3:37])[CH2:29][CH:30]([CH3:32])[CH3:31])[CH2:7][CH2:8]2)[S:13]([C:16]2[CH:21]=[CH:20][CH:19]=[C:18]([C:22]([F:25])([F:24])[F:23])[CH:17]=2)(=[O:15])=[O:14])[CH2:27][CH2:28]1. (3) Given the reactants [Br:1][C:2]1[CH:26]=[CH:25][C:24]([O:27][CH:28]([CH3:30])[CH3:29])=[CH:23][C:3]=1[CH2:4][CH:5]1[CH2:10][CH2:9][N:8]([C:11]([CH:13]2[CH2:22][CH2:21][C:20]3[C:15](=[CH:16][CH:17]=[CH:18][CH:19]=3)[NH:14]2)=O)[CH2:7][CH2:6]1.CO, predict the reaction product. The product is: [Br:1][C:2]1[CH:26]=[CH:25][C:24]([O:27][CH:28]([CH3:30])[CH3:29])=[CH:23][C:3]=1[CH2:4][CH:5]1[CH2:6][CH2:7][N:8]([CH2:11][CH:13]2[CH2:22][CH2:21][C:20]3[C:15](=[CH:16][CH:17]=[CH:18][CH:19]=3)[NH:14]2)[CH2:9][CH2:10]1. (4) Given the reactants C(O[C:6](=O)[N:7]([CH2:9][C:10]1[CH:15]=[C:14]([C:16]([N:18]2[CH2:24][CH2:23][CH2:22][N:21]([CH:25]3[CH2:27][CH2:26]3)[CH2:20][CH2:19]2)=[O:17])[CH:13]=[CH:12][C:11]=1[O:28][C:29]1[CH:34]=[CH:33][C:32]([Cl:35])=[C:31]([Cl:36])[CH:30]=1)C)(C)(C)C.C(O)(C(F)(F)F)=O, predict the reaction product. The product is: [CH:25]1([N:21]2[CH2:22][CH2:23][CH2:24][N:18]([C:16]([C:14]3[CH:13]=[CH:12][C:11]([O:28][C:29]4[CH:34]=[CH:33][C:32]([Cl:35])=[C:31]([Cl:36])[CH:30]=4)=[C:10]([CH2:9][NH:7][CH3:6])[CH:15]=3)=[O:17])[CH2:19][CH2:20]2)[CH2:27][CH2:26]1. (5) Given the reactants [C:1]([O:5][C:6](=[O:40])[N:7]([C@H:9]([C:11](=[O:39])[NH:12][C@@H:13]1[C:19](=[O:20])[N:18]([CH2:21][C:22]2[C:31]3[C:26](=[CH:27][C:28]([Br:32])=[CH:29][CH:30]=3)[CH:25]=[CH:24][C:23]=2[O:33][CH3:34])[C:17]2[CH:35]=[CH:36][CH:37]=[CH:38][C:16]=2[NH:15][CH2:14]1)[CH3:10])[CH3:8])([CH3:4])([CH3:3])[CH3:2].Br[CH2:42][C:43]1[CH:50]=[CH:49][C:46]([C:47]#[N:48])=[CH:45][CH:44]=1.C([O-])([O-])=O.[Cs+].[Cs+].[Na+].[I-], predict the reaction product. The product is: [Br:32][C:28]1[CH:27]=[C:26]2[C:31](=[CH:30][CH:29]=1)[C:22]([CH2:21][N:18]1[C:19](=[O:20])[C@@H:13]([NH:12][C:11](=[O:39])[C@@H:9]([N:7]([CH3:8])[C:6](=[O:40])[O:5][C:1]([CH3:2])([CH3:3])[CH3:4])[CH3:10])[CH2:14][N:15]([CH2:42][C:43]3[CH:50]=[CH:49][C:46]([C:47]#[N:48])=[CH:45][CH:44]=3)[C:16]3[CH:38]=[CH:37][CH:36]=[CH:35][C:17]1=3)=[C:23]([O:33][CH3:34])[CH:24]=[CH:25]2.